From a dataset of Catalyst prediction with 721,799 reactions and 888 catalyst types from USPTO. Predict which catalyst facilitates the given reaction. Product: [ClH:34].[NH2:25][C:21]1[CH:20]=[C:19]2[C:24](=[CH:23][CH:22]=1)[N:4]1[C:3](=[O:33])[CH:2]([CH3:1])[O:7][CH:6]([CH3:8])[CH:5]1[C:9]1([C:14](=[O:15])[NH:13][C:12](=[O:16])[NH:11][C:10]1=[O:17])[CH2:18]2. Reactant: [CH3:1][CH:2]1[O:7][CH:6]([CH3:8])[CH:5]2[C:9]3([CH2:18][C:19]4[C:24]([N:4]2[C:3]1=[O:33])=[CH:23][CH:22]=[C:21]([NH:25]C(=O)OC(C)(C)C)[CH:20]=4)[C:14](=[O:15])[NH:13][C:12](=[O:16])[NH:11][C:10]3=[O:17].[ClH:34].O1CCOCC1. The catalyst class is: 2.